Dataset: Reaction yield outcomes from USPTO patents with 853,638 reactions. Task: Predict the reaction yield, written as a fraction of the theoretical maximum amount of product (1.0 means a 100% yield; for example, 0.34 means a 34% yield). (1) The reactants are [CH3:1][C:2]1[N:25]([CH3:26])[C:5]2[CH:6]=[C:7]([C:20](OCC)=[O:21])[C:8]3[CH2:9][CH2:10][CH:11]([C:14]4[CH:19]=[CH:18][CH:17]=[CH:16][CH:15]=4)[NH:12][C:13]=3[C:4]=2[N:3]=1.[NH2:27][CH2:28][CH2:29][OH:30]. No catalyst specified. The product is [OH:30][CH2:29][CH2:28][NH:27][C:20]([C:7]1[C:8]2[CH2:9][CH2:10][CH:11]([C:14]3[CH:15]=[CH:16][CH:17]=[CH:18][CH:19]=3)[NH:12][C:13]=2[C:4]2[N:3]=[C:2]([CH3:1])[N:25]([CH3:26])[C:5]=2[CH:6]=1)=[O:21]. The yield is 0.520. (2) The reactants are N1(C2CCCCCCCCCC2)CCCN=CCCCC[CH2:2]1.[F:23][C:24]([F:46])([F:45])[O:25][C:26]1[CH:31]=[CH:30][C:29]([N:32]2[CH:36]=[N:35][C:34]([C:37]3[CH:44]=[CH:43][C:40]([CH:41]=O)=[CH:39][CH:38]=3)=[N:33]2)=[CH:28][CH:27]=1.O. The catalyst is [Br-].C[P+](C1C=CC=CC=1)(C1C=CC=CC=1)C1C=CC=CC=1.O1CCCC1. The product is [F:23][C:24]([F:46])([F:45])[O:25][C:26]1[CH:31]=[CH:30][C:29]([N:32]2[CH:36]=[N:35][C:34]([C:37]3[CH:44]=[CH:43][C:40]([CH:41]=[CH2:2])=[CH:39][CH:38]=3)=[N:33]2)=[CH:28][CH:27]=1. The yield is 0.670. (3) The reactants are [Cl:1][C:2]1[CH:7]=[C:6](Cl)[CH:5]=[C:4]([Cl:9])[N:3]=1.[O:10]1[CH2:13][CH:12]([OH:14])[CH2:11]1. No catalyst specified. The product is [Cl:1][C:2]1[CH:7]=[C:6]([O:14][CH:12]2[CH2:13][O:10][CH2:11]2)[CH:5]=[C:4]([Cl:9])[N:3]=1. The yield is 0.250. (4) The reactants are [F:1][C:2]1[CH:7]=[CH:6][C:5](I)=[CH:4][CH:3]=1.[CH2:9]([OH:13])[CH2:10][CH:11]=[CH2:12].C(=O)(O)[O-].[Na+]. The catalyst is [Cl-].C([N+](CCCC)(CCCC)CCCC)CCC.C([O-])(=O)C.[Pd+2].C([O-])(=O)C.CN(C)C=O. The product is [F:1][C:2]1[CH:7]=[CH:6][C:5]([CH2:12][CH2:11][CH2:10][CH:9]=[O:13])=[CH:4][CH:3]=1. The yield is 0.750. (5) The reactants are [CH3:1][N:2]([CH3:27])[C:3]([S:5][C:6]1[CH:11]=[CH:10][C:9]([CH2:12][CH2:13][CH2:14][CH2:15][N:16]2C(=O)C3=CC=CC=C3C2=O)=[CH:8][CH:7]=1)=[O:4].CN. The catalyst is C(O)C. The product is [CH3:27][N:2]([CH3:1])[C:3]([S:5][C:6]1[CH:11]=[CH:10][C:9]([CH2:12][CH2:13][CH2:14][CH2:15][NH2:16])=[CH:8][CH:7]=1)=[O:4]. The yield is 0.420. (6) The reactants are Cl[C:2]1[C:7]([CH:8]=O)=[CH:6][N:5]=[C:4]([Cl:10])[CH:3]=1.[NH2:11][NH2:12]. The catalyst is O1CCOCC1. The product is [Cl:10][C:4]1[N:5]=[CH:6][C:7]2[CH:8]=[N:11][NH:12][C:2]=2[CH:3]=1. The yield is 0.380. (7) The reactants are [C:1]([N:4]1[CH2:9][CH2:8][NH:7][CH2:6][CH2:5]1)(=[O:3])[CH3:2].Br[CH2:11][CH2:12][CH2:13][OH:14].C(=O)([O-])[O-].[K+].[K+]. The catalyst is C(#N)C. The product is [C:1]([N:4]1[CH2:9][CH2:8][N:7]([CH2:11][CH2:12][CH2:13][OH:14])[CH2:6][CH2:5]1)(=[O:3])[CH3:2]. The yield is 0.560. (8) The reactants are C([N:14]1[CH2:17][CH:16]([CH2:18][CH2:19][CH2:20][CH2:21][NH:22][C:23](=[O:34])[CH2:24][O:25][CH2:26][C:27]2[CH:32]=[CH:31][C:30]([F:33])=[CH:29][CH:28]=2)[CH2:15]1)(C1C=CC=CC=1)C1C=CC=CC=1.ClC(OC(Cl)C)=O.N1C=CC=CC=1.[CH3:48][O:49][C:50]1[CH:51]=[C:52]([S:58](Cl)(=[O:60])=[O:59])[CH:53]=[CH:54][C:55]=1[O:56][CH3:57]. The catalyst is C(Cl)CCl.C(Cl)Cl. The product is [CH3:48][O:49][C:50]1[CH:51]=[C:52]([S:58]([N:14]2[CH2:15][CH:16]([CH2:18][CH2:19][CH2:20][CH2:21][NH:22][C:23](=[O:34])[CH2:24][O:25][CH2:26][C:27]3[CH:28]=[CH:29][C:30]([F:33])=[CH:31][CH:32]=3)[CH2:17]2)(=[O:59])=[O:60])[CH:53]=[CH:54][C:55]=1[O:56][CH3:57]. The yield is 0.170.